This data is from Reaction yield outcomes from USPTO patents with 853,638 reactions. The task is: Predict the reaction yield, written as a fraction of the theoretical maximum amount of product (1.0 means a 100% yield; for example, 0.34 means a 34% yield). (1) The reactants are [C:1]([N:4]1[CH2:9][CH2:8][N:7]([CH2:10][C:11]2[CH:16]=[CH:15][C:14]([CH2:17][N:18]3[CH2:31][CH2:30][CH2:29][N:28](C(OC(C)(C)C)=O)[CH2:27][CH2:26][N:25](C(OC(C)(C)C)=O)[CH2:24][CH2:23][CH2:22][N:21](C(OC(C)(C)C)=O)[CH2:20][CH2:19]3)=[CH:13][CH:12]=2)[CH2:6][CH2:5]1)(=[O:3])[CH3:2].[ClH:53]. The catalyst is O1CCOCC1. The product is [ClH:53].[ClH:53].[ClH:53].[ClH:53].[ClH:53].[C:1]([N:4]1[CH2:5][CH2:6][N:7]([CH2:10][C:11]2[CH:16]=[CH:15][C:14]([CH2:17][N:18]3[CH2:31][CH2:30][CH2:29][NH:28][CH2:27][CH2:26][NH:25][CH2:24][CH2:23][CH2:22][NH:21][CH2:20][CH2:19]3)=[CH:13][CH:12]=2)[CH2:8][CH2:9]1)(=[O:3])[CH3:2]. The yield is 0.340. (2) The reactants are [Br:1][C:2]1[CH:3]=[C:4]2[C:10]([I:11])=[N:9][NH:8][C:5]2=[N:6][CH:7]=1.[H-].[Na+].[CH3:14][Si:15]([CH3:22])([CH3:21])[CH2:16][CH2:17][O:18][CH2:19]Cl. The catalyst is CN(C)C=O. The product is [Br:1][C:2]1[CH:3]=[C:4]2[C:10]([I:11])=[N:9][N:8]([CH2:19][O:18][CH2:17][CH2:16][Si:15]([CH3:22])([CH3:21])[CH3:14])[C:5]2=[N:6][CH:7]=1. The yield is 0.440. (3) The reactants are [ClH:1].[CH3:2][O:3][C:4]1[CH:9]=[CH:8][C:7]([C:10]2[CH2:11][CH2:12][NH:13][CH2:14][CH:15]=2)=[CH:6][CH:5]=1.[H][H]. The catalyst is CO.[Pd]. The product is [ClH:1].[CH3:2][O:3][C:4]1[CH:5]=[CH:6][C:7]([CH:10]2[CH2:15][CH2:14][NH:13][CH2:12][CH2:11]2)=[CH:8][CH:9]=1. The yield is 0.700.